From a dataset of Peptide-MHC class II binding affinity with 134,281 pairs from IEDB. Regression. Given a peptide amino acid sequence and an MHC pseudo amino acid sequence, predict their binding affinity value. This is MHC class II binding data. (1) The binding affinity (normalized) is 0.387. The MHC is DRB1_1501 with pseudo-sequence DRB1_1501. The peptide sequence is EAEPPFGESNIVIGI. (2) The peptide sequence is GSRAIWYMWLGARYL. The MHC is DRB1_0801 with pseudo-sequence DRB1_0801. The binding affinity (normalized) is 0.545. (3) The peptide sequence is QNLARTISEAGQAMA. The MHC is DRB1_1101 with pseudo-sequence DRB1_1101. The binding affinity (normalized) is 0.260. (4) The peptide sequence is GHAYLLLPNTESARK. The MHC is HLA-DQA10301-DQB10302 with pseudo-sequence HLA-DQA10301-DQB10302. The binding affinity (normalized) is 0.369. (5) The peptide sequence is KGSNPNYLALLVKFV. The MHC is HLA-DPA10201-DPB11401 with pseudo-sequence HLA-DPA10201-DPB11401. The binding affinity (normalized) is 0.295. (6) The peptide sequence is GELQIVDKIDVAFKI. The MHC is DRB4_0101 with pseudo-sequence DRB4_0103. The binding affinity (normalized) is 0.779.